From a dataset of Full USPTO retrosynthesis dataset with 1.9M reactions from patents (1976-2016). Predict the reactants needed to synthesize the given product. (1) Given the product [CH3:18][C:8]1[CH:13]=[CH:12][C:11]([S:14]([O:38][CH2:37][CH:34]2[CH2:33][CH2:32][N:31]([CH2:30][C:28]3[O:27][N:26]=[C:25]([C:19]4[CH:24]=[CH:23][CH:22]=[CH:21][CH:20]=4)[CH:29]=3)[CH2:36][CH2:35]2)(=[O:16])=[O:15])=[CH:10][CH:9]=1, predict the reactants needed to synthesize it. The reactants are: C(N(CC)CC)C.[C:8]1([CH3:18])[CH:13]=[CH:12][C:11]([S:14](Cl)(=[O:16])=[O:15])=[CH:10][CH:9]=1.[C:19]1([C:25]2[CH:29]=[C:28]([CH2:30][N:31]3[CH2:36][CH2:35][CH:34]([CH2:37][OH:38])[CH2:33][CH2:32]3)[O:27][N:26]=2)[CH:24]=[CH:23][CH:22]=[CH:21][CH:20]=1. (2) The reactants are: [H-].[Na+].[CH2:3]([O:5][C:6](=[O:10])[CH:7](Cl)[CH3:8])[CH3:4].[N+:11]([C:14]1[CH:19]=[CH:18][CH:17]=[CH:16][CH:15]=1)([O-])=O.[CH3:20]I. Given the product [NH2:11][C:14]1[CH:19]=[CH:18][C:17]([C:7]([CH3:20])([CH3:8])[C:6]([O:5][CH2:3][CH3:4])=[O:10])=[CH:16][CH:15]=1, predict the reactants needed to synthesize it.